This data is from Forward reaction prediction with 1.9M reactions from USPTO patents (1976-2016). The task is: Predict the product of the given reaction. (1) Given the reactants FC(F)(F)C(O)=O.[Cl:8][C:9]1[C:10]([NH:31][C@@H:32]2[C@@H:37]3[CH2:38][C@@H:34]([CH:35]=[CH:36]3)[C@@H:33]2[C:39]([NH2:41])=[O:40])=[C:11]2[N:17]=[C:16]([C:18]3[CH:23]=CC(CN4CCOCC4)=C[CH:19]=3)[NH:15][C:12]2=[N:13][CH:14]=1.NC1C(N)=C(N[C@@H]2[C@@H]3C[C@@H](C=C3)[C@@H]2C(N)=O)C(Cl)=CN=1.[C:62]([O:66][C:67]([N:69]1CCC[CH:71](C=O)[CH2:70]1)=[O:68])([CH3:65])([CH3:64])[CH3:63], predict the reaction product. The product is: [C:62]([O:66][C:67]([N:69]1[CH2:70][CH2:71][CH2:19][CH:18]([C:16]2[NH:15][C:12]3=[N:13][CH:14]=[C:9]([Cl:8])[C:10]([NH:31][C@H:32]4[C@@H:33]([C:39](=[O:40])[NH2:41])[C@H:34]5[CH2:38][C@@H:37]4[CH:36]=[CH:35]5)=[C:11]3[N:17]=2)[CH2:23]1)=[O:68])([CH3:65])([CH3:64])[CH3:63]. (2) Given the reactants [CH3:1][S:2]([C:5]1[CH:10]=[CH:9][C:8]([C:11]2[C:12]3[N:13]([N:17]=[C:18]([NH:20][C:21]4[CH:26]=[CH:25][C:24]([O:27]C)=[CH:23][CH:22]=4)[N:19]=3)[CH:14]=[CH:15][CH:16]=2)=[CH:7][CH:6]=1)(=[O:4])=[O:3].B(Br)(Br)Br.CO, predict the reaction product. The product is: [CH3:1][S:2]([C:5]1[CH:10]=[CH:9][C:8]([C:11]2[C:12]3[N:13]([N:17]=[C:18]([NH:20][C:21]4[CH:22]=[CH:23][C:24]([OH:27])=[CH:25][CH:26]=4)[N:19]=3)[CH:14]=[CH:15][CH:16]=2)=[CH:7][CH:6]=1)(=[O:4])=[O:3]. (3) Given the reactants [CH:1]([O:14][C:15]1[C:16]2[C:35](=[O:36])[N:34]([CH2:37][C:38]3[CH:43]=[CH:42][C:41]([F:44])=[CH:40][CH:39]=3)[CH2:33][C:17]=2[C:18](OS(C(F)(F)F)(=O)=O)=[C:19]2[C:24]=1[N:23]=[CH:22][CH:21]=[CH:20]2)([C:8]1[CH:13]=[CH:12][CH:11]=[CH:10][CH:9]=1)[C:2]1[CH:7]=[CH:6][CH:5]=[CH:4][CH:3]=1.[C:45]1(P(C2C=CC=CC=2)CCCP(C2C=CC=CC=2)C2C=CC=CC=2)C=CC=CC=1.CI.[C:76]([O-:79])([O-])=[O:77].[Cs+].[Cs+], predict the reaction product. The product is: [CH3:45][O:79][C:76]([C:18]1[C:19]2[CH:20]=[CH:21][CH:22]=[N:23][C:24]=2[C:15]([O:14][CH:1]([C:8]2[CH:13]=[CH:12][CH:11]=[CH:10][CH:9]=2)[C:2]2[CH:3]=[CH:4][CH:5]=[CH:6][CH:7]=2)=[C:16]2[C:35](=[O:36])[N:34]([CH2:37][C:38]3[CH:39]=[CH:40][C:41]([F:44])=[CH:42][CH:43]=3)[CH2:33][C:17]=12)=[O:77].